This data is from Forward reaction prediction with 1.9M reactions from USPTO patents (1976-2016). The task is: Predict the product of the given reaction. (1) Given the reactants [C:1]([C:3]1[CH:8]=[CH:7][C:6]([NH:9][CH:10]([C:14]2[CH:19]=[C:18]([O:20][CH2:21][CH3:22])[C:17]([O:23][CH2:24][CH2:25][OH:26])=[CH:16][C:15]=2[F:27])[C:11]([OH:13])=[O:12])=[CH:5][CH:4]=1)#[N:2].C(=O)([O-])[O-].[K+].[K+].[CH2:34](I)[CH2:35][CH2:36][CH3:37].O, predict the reaction product. The product is: [CH2:34]([O:12][C:11](=[O:13])[CH:10]([NH:9][C:6]1[CH:7]=[CH:8][C:3]([C:1]#[N:2])=[CH:4][CH:5]=1)[C:14]1[CH:19]=[C:18]([O:20][CH2:21][CH3:22])[C:17]([O:23][CH2:24][CH2:25][OH:26])=[CH:16][C:15]=1[F:27])[CH2:35][CH2:36][CH3:37]. (2) Given the reactants [N:1]1[C:5]2[CH:6]=[CH:7][CH:8]=[CH:9][C:4]=2[NH:3][CH:2]=1.Br[CH2:11][C:12]1[C:13]([C:36]2[CH:41]=[CH:40][CH:39]=[CH:38][CH:37]=2)=[N:14][C:15]2[C:20]([C:21]=1[C:22]([NH:24][N:25]([C:30]1[CH:35]=[CH:34][CH:33]=[CH:32][CH:31]=1)[C:26]([O:28][CH3:29])=[O:27])=[O:23])=[CH:19][CH:18]=[CH:17][CH:16]=2, predict the reaction product. The product is: [N:1]1([CH2:11][C:12]2[C:13]([C:36]3[CH:41]=[CH:40][CH:39]=[CH:38][CH:37]=3)=[N:14][C:15]3[C:20]([C:21]=2[C:22]([NH:24][N:25]([C:30]2[CH:31]=[CH:32][CH:33]=[CH:34][CH:35]=2)[C:26]([O:28][CH3:29])=[O:27])=[O:23])=[CH:19][CH:18]=[CH:17][CH:16]=3)[C:5]2[CH:6]=[CH:7][CH:8]=[CH:9][C:4]=2[N:3]=[CH:2]1. (3) Given the reactants [CH:1]1([O:4][C:5]2[CH:6]=[C:7]([C:15]3[N:32](COCC[Si](C)(C)C)[C:18]4[CH:19]=[N:20][N:21]([CH2:24][O:25][CH2:26][CH2:27][Si:28]([CH3:31])([CH3:30])[CH3:29])[C:22](=[O:23])[C:17]=4[C:16]=3[CH2:41][CH2:42][CH:43]3[CH2:45][CH2:44]3)[CH:8]=[CH:9][C:10]=2[O:11][CH:12]([F:14])[F:13])[CH2:3][CH2:2]1.C1(OC2C=C(C3N(COCC[Si](C)(C)C)C4C=NN(COCC[Si](C)(C)C)C(=O)C=4C=3C)C=CC=2OC(F)F)CC1, predict the reaction product. The product is: [CH:1]1([O:4][C:5]2[CH:6]=[C:7]([C:15]3[NH:32][C:18]4[CH:19]=[N:20][N:21]([CH2:24][O:25][CH2:26][CH2:27][Si:28]([CH3:31])([CH3:30])[CH3:29])[C:22](=[O:23])[C:17]=4[C:16]=3[CH2:41][CH2:42][CH:43]3[CH2:45][CH2:44]3)[CH:8]=[CH:9][C:10]=2[O:11][CH:12]([F:14])[F:13])[CH2:2][CH2:3]1.